From a dataset of Reaction yield outcomes from USPTO patents with 853,638 reactions. Predict the reaction yield, written as a fraction of the theoretical maximum amount of product (1.0 means a 100% yield; for example, 0.34 means a 34% yield). The reactants are B(Br)(Br)Br.[Cl:5][C:6]1[CH:11]=[CH:10][C:9]([CH2:12][C:13]#[N:14])=[CH:8][C:7]=1[O:15]C. The catalyst is C(Cl)Cl. The product is [Cl:5][C:6]1[CH:11]=[CH:10][C:9]([CH2:12][C:13]#[N:14])=[CH:8][C:7]=1[OH:15]. The yield is 0.850.